From a dataset of Forward reaction prediction with 1.9M reactions from USPTO patents (1976-2016). Predict the product of the given reaction. The product is: [C:1]([O:5][C:6](=[O:23])[NH:7][C:8]1[CH:13]=[C:12]([N:14]([CH2:16][CH:17]([CH3:18])[CH3:19])[CH3:15])[C:11]([C:20]#[N:21])=[CH:10][C:9]=1[NH:22][C:29](=[O:28])[CH2:30][C:31]([C:33]1[CH:38]=[CH:37][CH:36]=[C:35]([C:39]2[O:43][N:42]=[C:41]([CH3:44])[CH:40]=2)[CH:34]=1)=[O:32])([CH3:3])([CH3:4])[CH3:2]. Given the reactants [C:1]([O:5][C:6](=[O:23])[NH:7][C:8]1[CH:13]=[C:12]([N:14]([CH2:16][CH:17]([CH3:19])[CH3:18])[CH3:15])[C:11]([C:20]#[N:21])=[CH:10][C:9]=1[NH2:22])([CH3:4])([CH3:3])[CH3:2].C([O:28][C:29](=O)[CH2:30][C:31]([C:33]1[CH:38]=[CH:37][CH:36]=[C:35]([C:39]2[O:43][N:42]=[C:41]([CH3:44])[CH:40]=2)[CH:34]=1)=[O:32])(C)(C)C, predict the reaction product.